This data is from NCI-60 drug combinations with 297,098 pairs across 59 cell lines. The task is: Regression. Given two drug SMILES strings and cell line genomic features, predict the synergy score measuring deviation from expected non-interaction effect. (1) Drug 1: CC12CCC3C(C1CCC2OP(=O)(O)O)CCC4=C3C=CC(=C4)OC(=O)N(CCCl)CCCl.[Na+]. Drug 2: CC1C(C(CC(O1)OC2CC(CC3=C2C(=C4C(=C3O)C(=O)C5=CC=CC=C5C4=O)O)(C(=O)C)O)N)O. Cell line: RPMI-8226. Synergy scores: CSS=44.2, Synergy_ZIP=2.31, Synergy_Bliss=4.03, Synergy_Loewe=-19.2, Synergy_HSA=5.04. (2) Synergy scores: CSS=39.7, Synergy_ZIP=-1.57, Synergy_Bliss=-4.63, Synergy_Loewe=-18.0, Synergy_HSA=-4.29. Cell line: HOP-62. Drug 2: CC1C(C(CC(O1)OC2CC(CC3=C2C(=C4C(=C3O)C(=O)C5=CC=CC=C5C4=O)O)(C(=O)C)O)N)O. Drug 1: CC12CCC3C(C1CCC2=O)CC(=C)C4=CC(=O)C=CC34C. (3) Drug 2: CN(C)N=NC1=C(NC=N1)C(=O)N. Cell line: T-47D. Synergy scores: CSS=4.54, Synergy_ZIP=-0.254, Synergy_Bliss=2.17, Synergy_Loewe=0.128, Synergy_HSA=0.847. Drug 1: CNC(=O)C1=CC=CC=C1SC2=CC3=C(C=C2)C(=NN3)C=CC4=CC=CC=N4.